From a dataset of Forward reaction prediction with 1.9M reactions from USPTO patents (1976-2016). Predict the product of the given reaction. Given the reactants I[C:2]1[C:10]2[C:5](=[N:6][CH:7]=[N:8][C:9]=2[NH2:11])[NH:4][N:3]=1.[F:12][C:13]1[CH:14]=[C:15](B(O)O)[CH:16]=[CH:17][C:18]=1[O:19][CH3:20].C(=O)([O-])[O-].[Na+].[Na+].ClCCl, predict the reaction product. The product is: [F:12][C:13]1[CH:14]=[C:15]([C:2]2[C:10]3[C:5](=[N:6][CH:7]=[N:8][C:9]=3[NH2:11])[NH:4][N:3]=2)[CH:16]=[CH:17][C:18]=1[O:19][CH3:20].